This data is from Full USPTO retrosynthesis dataset with 1.9M reactions from patents (1976-2016). The task is: Predict the reactants needed to synthesize the given product. (1) Given the product [N:19]1([C:17]([C:15]2[CH:14]=[CH:13][C:8]([C:9]([O:11][CH3:12])=[O:10])=[C:7]([N:6]3[C:4](=[O:5])[C:3]4[C:2](=[CH:32][CH:31]=[CH:30][CH:29]=4)[NH:1][C:43]3=[O:45])[CH:16]=2)=[O:18])[C:28]2[C:23](=[CH:24][CH:25]=[CH:26][CH:27]=2)[CH2:22][CH2:21][CH2:20]1, predict the reactants needed to synthesize it. The reactants are: [NH2:1][C:2]1[CH:32]=[CH:31][CH:30]=[CH:29][C:3]=1[C:4]([NH:6][C:7]1[CH:16]=[C:15]([C:17]([N:19]2[C:28]3[C:23](=[CH:24][CH:25]=[CH:26][CH:27]=3)[CH2:22][CH2:21][CH2:20]2)=[O:18])[CH:14]=[CH:13][C:8]=1[C:9]([O:11][CH3:12])=[O:10])=[O:5].C(N(CC)C(C)C)(C)C.Cl[C:43](Cl)([O:45]C(=O)OC(Cl)(Cl)Cl)Cl.C(=O)([O-])O.[Na+]. (2) Given the product [Cl:9][C:10]1[N:15]=[C:14]([NH:16][C:17]([N:19]2[C@@H:24]([CH3:37])[CH2:23][N:22]3[N:25]=[CH:26][C:27]([N:5]4[CH2:6][C:2]([CH3:8])([CH3:1])[CH2:3][C:4]4=[O:7])=[C:21]3[CH2:20]2)=[O:18])[CH:13]=[CH:12][C:11]=1[F:35], predict the reactants needed to synthesize it. The reactants are: [CH3:1][C:2]1([CH3:8])[CH2:6][NH:5][C:4](=[O:7])[CH2:3]1.[Cl:9][C:10]1[N:15]=[C:14]([NH:16][C:17]([N:19]2[CH2:24][CH2:23][N:22]3[N:25]=[CH:26][C:27](C4C=CC(F)=CC=4)=[C:21]3[CH2:20]2)=[O:18])[CH:13]=[CH:12][C:11]=1[F:35].F[CH:37](F)C1C=C(NC(=O)OC2C=CC=CC=2)C=CN=1. (3) The reactants are: Br[C:2]1[CH:8]=[CH:7][C:5]([NH2:6])=[C:4]([N+:9]([O-:11])=[O:10])[CH:3]=1.[CH2:12]([O:19][C:20]([NH:22][CH2:23][CH2:24][B-](F)(F)F)=[O:21])[C:13]1[CH:18]=[CH:17][CH:16]=[CH:15][CH:14]=1.[K+].C1(P(C2CCCCC2)C2C=CC=CC=2C2C(OC)=CC=CC=2OC)CCCCC1.C([O-])([O-])=O.[Cs+].[Cs+]. Given the product [CH2:12]([O:19][C:20](=[O:21])[NH:22][CH2:23][CH2:24][C:2]1[CH:8]=[CH:7][C:5]([NH2:6])=[C:4]([N+:9]([O-:11])=[O:10])[CH:3]=1)[C:13]1[CH:18]=[CH:17][CH:16]=[CH:15][CH:14]=1, predict the reactants needed to synthesize it. (4) Given the product [CH:7]1([N:33]2[CH2:32][CH2:31][C:30]3[CH:36]=[CH:37][C:27]([CH2:26][O:25][C:22]4[N:21]=[CH:20][C:19]([C:17]([NH:16][CH3:15])=[O:18])=[CH:24][CH:23]=4)=[CH:28][C:29]=3[CH2:35][CH2:34]2)[CH2:8][CH2:9][CH2:10]1, predict the reactants needed to synthesize it. The reactants are: [CH:7]1(C([CH:7]2[CH2:10][CH2:9][CH2:8]2)=O)[CH2:10][CH2:9][CH2:8]1.C(O)(=O)C.[CH3:15][NH:16][C:17]([C:19]1[CH:20]=[N:21][C:22]([O:25][CH2:26][C:27]2[CH:37]=[CH:36][C:30]3[CH2:31][CH2:32][NH:33][CH2:34][CH2:35][C:29]=3[CH:28]=2)=[CH:23][CH:24]=1)=[O:18].C(O[BH-](OC(=O)C)OC(=O)C)(=O)C.[Na+].